From a dataset of CYP2D6 inhibition data for predicting drug metabolism from PubChem BioAssay. Regression/Classification. Given a drug SMILES string, predict its absorption, distribution, metabolism, or excretion properties. Task type varies by dataset: regression for continuous measurements (e.g., permeability, clearance, half-life) or binary classification for categorical outcomes (e.g., BBB penetration, CYP inhibition). Dataset: cyp2d6_veith. (1) The molecule is CCC[C@@H]1C[C@@]1(CCC)C(NC(=O)c1cccs1)c1ccc(Cl)cc1. The result is 0 (non-inhibitor). (2) The compound is COc1ccc(Oc2ncc3nc(-c4cccs4)c(=O)n(C)c3n2)cc1. The result is 0 (non-inhibitor). (3) The compound is O=C(OCc1ccccc1)/C(=C/c1ccc(Cl)cc1)NC(=O)c1ccccc1Cl. The result is 0 (non-inhibitor). (4) The compound is CCN(CC)C(=O)Cn1cc(/C=C(\C#N)C(=O)N2CCN(c3ccccc3)CC2)c2ccccc21. The result is 0 (non-inhibitor). (5) The molecule is Clc1ccc(CSc2nnc(-c3cccnc3)o2)cc1. The result is 1 (inhibitor). (6) The drug is Cc1cc(CNC(=O)[C@H](C)[C@@H]2C[C@@]2(C)[C@@H](NC(=O)OCc2ccccc2)c2ccccc2)nn1C. The result is 1 (inhibitor). (7) The molecule is CN1CCN(S(=O)(=O)c2cc([N+](=O)[O-])ccc2N2CCCCCC2)CC1. The result is 0 (non-inhibitor).